Dataset: Forward reaction prediction with 1.9M reactions from USPTO patents (1976-2016). Task: Predict the product of the given reaction. (1) The product is: [CH2:1]([O:8][C:9]1[CH:19]=[CH:18][C:12]2[CH2:13][CH2:14][N:15]([CH:20]3[CH2:24][CH2:23][CH2:22][CH2:21]3)[CH2:16][CH2:17][C:11]=2[CH:10]=1)[C:2]1[CH:3]=[CH:4][CH:5]=[CH:6][CH:7]=1. Given the reactants [CH2:1]([O:8][C:9]1[CH:19]=[CH:18][C:12]2[CH2:13][CH2:14][NH:15][CH2:16][CH2:17][C:11]=2[CH:10]=1)[C:2]1[CH:7]=[CH:6][CH:5]=[CH:4][CH:3]=1.[C:20]1(=O)[CH2:24][CH2:23][CH2:22][CH2:21]1, predict the reaction product. (2) Given the reactants Cl[C:2]1[C:11]2[C:6](=[CH:7][CH:8]=[CH:9][CH:10]=2)[N:5]=[CH:4][N:3]=1.C(O[C:17]([NH:19][CH:20]1[CH2:24][CH2:23][NH:22][CH2:21]1)=[O:18])(C)(C)C.CCN(C(C)C)C(C)C.C(O)(C(F)(F)F)=O.[N+](C1C=CC(OC(=O)[NH:52][C:53]2[CH:58]=[CH:57][C:56]([CH:59]([CH3:61])[CH3:60])=[CH:55][CH:54]=2)=CC=1)([O-])=O.C([O-])([O-])=O.[K+].[K+], predict the reaction product. The product is: [CH:59]([C:56]1[CH:57]=[CH:58][C:53]([NH:52][C:17]([NH:19][CH:20]2[CH2:24][CH2:23][N:22]([C:2]3[C:11]4[C:6](=[CH:7][CH:8]=[CH:9][CH:10]=4)[N:5]=[CH:4][N:3]=3)[CH2:21]2)=[O:18])=[CH:54][CH:55]=1)([CH3:61])[CH3:60]. (3) The product is: [CH2:1]([O:8][C@H:9]1[C@H:15]([O:16][CH2:17][C:18]2[CH:23]=[CH:22][CH:21]=[CH:20][CH:19]=2)[C@@H:14]([O:24][CH2:25][C:26]2[CH:31]=[CH:30][CH:29]=[CH:28][CH:27]=2)[C@:13]2([C:33]3[CH:38]=[CH:37][C:36]([Cl:39])=[C:35]([CH2:40][C:41]4[CH:42]=[CH:43][C:44]([O:47][C:48]([F:51])([F:50])[F:49])=[CH:45][CH:46]=4)[CH:34]=3)[O:32][C@@:10]1([C:52]([OH:55])=[O:53])[CH2:11][O:12]2)[C:2]1[CH:3]=[CH:4][CH:5]=[CH:6][CH:7]=1. Given the reactants [CH2:1]([O:8][C@H:9]1[C@H:15]([O:16][CH2:17][C:18]2[CH:23]=[CH:22][CH:21]=[CH:20][CH:19]=2)[C@@H:14]([O:24][CH2:25][C:26]2[CH:31]=[CH:30][CH:29]=[CH:28][CH:27]=2)[C@:13]2([C:33]3[CH:38]=[CH:37][C:36]([Cl:39])=[C:35]([CH2:40][C:41]4[CH:46]=[CH:45][C:44]([O:47][C:48]([F:51])([F:50])[F:49])=[CH:43][CH:42]=4)[CH:34]=3)[O:32][C@@:10]1([CH2:52][OH:53])[CH2:11][O:12]2)[C:2]1[CH:7]=[CH:6][CH:5]=[CH:4][CH:3]=1.C(=O)(O)[O-:55].[Na+].[Br-].[K+].Cl[O-].[Na+].Cl, predict the reaction product. (4) Given the reactants [P:1]([O-:5])([O-:4])([O-:3])=[O:2].[F:6][C:7]1[CH:8]=[CH:9][C:10]([OH:25])=[C:11](/[CH:13]=[C:14]2/[C:15](=[O:24])[N:16]=[C:17]([N:19]3[CH2:23][CH2:22][CH2:21][CH2:20]3)[S:18]/2)[CH:12]=1, predict the reaction product. The product is: [F:6][C:7]1[CH:8]=[CH:9][C:10]([O:25][O:2][P:1](=[O:5])([OH:4])[OH:3])=[C:11](/[CH:13]=[C:14]2/[C:15](=[O:24])[N:16]=[C:17]([N:19]3[CH2:20][CH2:21][CH2:22][CH2:23]3)[S:18]/2)[CH:12]=1.